Dataset: Reaction yield outcomes from USPTO patents with 853,638 reactions. Task: Predict the reaction yield, written as a fraction of the theoretical maximum amount of product (1.0 means a 100% yield; for example, 0.34 means a 34% yield). (1) The reactants are [NH:1]1[C:9]2[C:4](=[CH:5][CH:6]=[C:7]([CH:10]([C:14]3[CH:19]=[CH:18][CH:17]=[CH:16][CH:15]=3)[CH2:11][C:12]#[N:13])[CH:8]=2)[CH:3]=[CH:2]1.[H-].[H-].[H-].[H-].[Li+].[Al+3]. The catalyst is C1COCC1. The product is [NH:1]1[C:9]2[C:4](=[CH:5][CH:6]=[C:7]([CH:10]([C:14]3[CH:19]=[CH:18][CH:17]=[CH:16][CH:15]=3)[CH2:11][CH2:12][NH2:13])[CH:8]=2)[CH:3]=[CH:2]1. The yield is 0.620. (2) The reactants are [OH-].[Na+].[OH:3][CH2:4][C:5]1[CH:6]=[C:7]([C:11]2[N:16]=[C:15]([C:17]([NH:19][C:20]3[C:21]([CH3:31])=[C:22]([CH:27]=[CH:28][C:29]=3[CH3:30])[C:23]([O:25]C)=[O:24])=[O:18])[C:14]([CH3:32])=[CH:13][CH:12]=2)[CH:8]=[CH:9][CH:10]=1.Cl. The catalyst is C1COCC1. The product is [OH:3][CH2:4][C:5]1[CH:6]=[C:7]([C:11]2[N:16]=[C:15]([C:17]([NH:19][C:20]3[C:21]([CH3:31])=[C:22]([CH:27]=[CH:28][C:29]=3[CH3:30])[C:23]([OH:25])=[O:24])=[O:18])[C:14]([CH3:32])=[CH:13][CH:12]=2)[CH:8]=[CH:9][CH:10]=1. The yield is 0.970. (3) The reactants are [F:1][C:2]([F:14])([F:13])[C:3]1[CH:8]=[CH:7][CH:6]=[CH:5][C:4]=1[CH2:9][C:10]([OH:12])=[O:11].C([Li])CCCCC.Br[CH2:23][CH2:24][CH2:25][Cl:26].[OH-].[Na+]. The catalyst is C1COCC1. The product is [Cl:26][CH2:25][CH2:24][CH2:23][CH:9]([C:4]1[CH:5]=[CH:6][CH:7]=[CH:8][C:3]=1[C:2]([F:13])([F:14])[F:1])[C:10]([OH:12])=[O:11]. The yield is 0.980. (4) The reactants are [C:1]([C:3]1[C:12]2[C:7](=[CH:8][CH:9]=[CH:10][CH:11]=2)[C:6](F)=[CH:5][CH:4]=1)#[N:2].[CH3:14][CH:15]1[CH:19]=[CH:18][CH:17]([CH3:20])[NH:16]1. No catalyst specified. The product is [CH3:14][CH:15]1[CH:19]=[CH:18][CH:17]([CH3:20])[N:16]1[C:6]1[C:7]2[C:12](=[CH:11][CH:10]=[CH:9][CH:8]=2)[C:3]([C:1]#[N:2])=[CH:4][CH:5]=1. The yield is 0.0300. (5) No catalyst specified. The reactants are [CH3:1][C:2]1[CH:7]=[CH:6][C:5]([S:8]([O:11][CH2:12][CH:13]2[CH2:17][C:16]3[CH:18]=[C:19]([CH2:23][CH3:24])[CH:20]=[C:21](Br)[C:15]=3[O:14]2)(=[O:10])=[O:9])=[CH:4][CH:3]=1.C[C:26]1[CH:31]=[CH:30][CH:29]=[CH:28][C:27]=1B(O)O.C(C1C=CC=CC=1B1OC(C)(C)C(C)(C)O1)(C)C. The product is [CH3:1][C:2]1[CH:7]=[CH:6][C:5]([S:8]([O:11][CH2:12][CH:13]2[CH2:17][C:16]3[CH:18]=[C:19]([CH2:23][CH3:24])[CH:20]=[C:21]([C:26]4[CH:31]=[CH:30][CH:29]=[CH:28][CH:27]=4)[C:15]=3[O:14]2)(=[O:10])=[O:9])=[CH:4][CH:3]=1. The yield is 0.970. (6) The reactants are [CH2:1]([O:3][P:4]([C:9]1[CH:14]=[CH:13][CH:12]=[C:11]([N+:15]([O-])=O)[CH:10]=1)(=[O:8])[O:5][CH2:6][CH3:7])[CH3:2].Cl[Sn]Cl. The catalyst is CCO. The product is [CH2:6]([O:5][P:4]([C:9]1[CH:14]=[CH:13][CH:12]=[C:11]([NH2:15])[CH:10]=1)(=[O:8])[O:3][CH2:1][CH3:2])[CH3:7]. The yield is 0.690. (7) The reactants are [OH:1][CH2:2][CH2:3][N:4]1[CH2:8][C@@H:7]2[CH2:9][N:10]([C:12]([O:14][C:15]([CH3:18])([CH3:17])[CH3:16])=[O:13])[CH2:11][C@@H:6]2[CH2:5]1.CCN(C(C)C)C(C)C.[CH3:28][S:29](Cl)(=[O:31])=[O:30]. The catalyst is C(Cl)Cl. The product is [CH3:28][S:29]([O:1][CH2:2][CH2:3][N:4]1[CH2:8][C@@H:7]2[CH2:9][N:10]([C:12]([O:14][C:15]([CH3:18])([CH3:17])[CH3:16])=[O:13])[CH2:11][C@@H:6]2[CH2:5]1)(=[O:31])=[O:30]. The yield is 0.920. (8) The reactants are [CH3:1][O:2][CH2:3][C:4]1[N:9]=[C:8]([S:10][CH3:11])[N:7]=[C:6]([NH2:12])[CH:5]=1.[H-].[Na+].Cl[C:16]1[S:17][C:18]2[CH:24]=[C:23]([Br:25])[CH:22]=[CH:21][C:19]=2[N:20]=1.[Cl-].[NH4+]. The catalyst is CN(C)C=O.O. The product is [Br:25][C:23]1[CH:22]=[CH:21][C:19]2[N:20]=[C:16]([NH:12][C:6]3[CH:5]=[C:4]([CH2:3][O:2][CH3:1])[N:9]=[C:8]([S:10][CH3:11])[N:7]=3)[S:17][C:18]=2[CH:24]=1. The yield is 0.920.